Predict the product of the given reaction. From a dataset of Forward reaction prediction with 1.9M reactions from USPTO patents (1976-2016). The product is: [NH2:17][C:3]1[CH:4]=[C:5]([C:8]#[C:9][C:10]2[CH:15]=[N:14][C:13]([NH2:16])=[N:12][CH:11]=2)[CH:6]=[N:7][C:2]=1[CH3:1]. Given the reactants [CH3:1][C:2]1[N:7]=[CH:6][C:5]([C:8]#[C:9][C:10]2[CH:11]=[N:12][C:13]([NH2:16])=[N:14][CH:15]=2)=[CH:4][C:3]=1[N+:17]([O-])=O.C(O)(=O)C.CC(C)=O.C(=O)([O-])[O-].[K+].[K+], predict the reaction product.